Predict the reactants needed to synthesize the given product. From a dataset of Full USPTO retrosynthesis dataset with 1.9M reactions from patents (1976-2016). (1) Given the product [F:43][C:44]([F:61])([F:62])[O:45][C:46]1[CH:51]=[CH:50][CH:49]=[CH:48][C:47]=1[C:52]1[CH:57]=[CH:56][C:55]([C@H:58]([NH:60][S:37]([C:34]2[C:33]([CH3:41])=[N:32][N:31]([CH:30]([F:42])[F:29])[C:35]=2[CH3:36])(=[O:39])=[O:38])[CH3:59])=[CH:54][CH:53]=1, predict the reactants needed to synthesize it. The reactants are: FC1C=CC(OC)=C(C2C=CC([C@H](NS(C3C=C(C)OC=3C)(=O)=O)C)=CC=2)C=1.[F:29][CH:30]([F:42])[N:31]1[C:35]([CH3:36])=[C:34]([S:37](Cl)(=[O:39])=[O:38])[C:33]([CH3:41])=[N:32]1.[F:43][C:44]([F:62])([F:61])[O:45][C:46]1[CH:51]=[CH:50][CH:49]=[CH:48][C:47]=1[C:52]1[CH:57]=[CH:56][C:55]([CH:58]([NH2:60])[CH3:59])=[CH:54][CH:53]=1. (2) The reactants are: [Br:1][C:2]1[CH:3]=[C:4]([C:7]([NH:9][CH2:10]/[CH:11]=[CH:12]/[C:13]([O:15][CH2:16][CH3:17])=[O:14])=[O:8])[NH:5][CH:6]=1.C1CCN2C(=NCCC2)CC1. Given the product [Br:1][C:2]1[CH:3]=[C:4]2[C:7](=[O:8])[NH:9][CH2:10][CH:11]([CH2:12][C:13]([O:15][CH2:16][CH3:17])=[O:14])[N:5]2[CH:6]=1, predict the reactants needed to synthesize it. (3) Given the product [F:1][C:2]1[CH:17]=[C:16]([F:18])[CH:15]=[C:14]([F:19])[C:3]=1[CH2:4][C:5]1[CH:6]=[C:7]([C:10]([OH:12])=[O:11])[NH:8][CH:9]=1, predict the reactants needed to synthesize it. The reactants are: [F:1][C:2]1[CH:17]=[C:16]([F:18])[CH:15]=[C:14]([F:19])[C:3]=1[CH2:4][C:5]1[CH:6]=[C:7]([C:10]([O:12]C)=[O:11])[NH:8][CH:9]=1.[OH-].[Na+].